From a dataset of Reaction yield outcomes from USPTO patents with 853,638 reactions. Predict the reaction yield, written as a fraction of the theoretical maximum amount of product (1.0 means a 100% yield; for example, 0.34 means a 34% yield). (1) The reactants are Br[C:2]1[CH:3]=[C:4]2[C:8](=[CH:9][C:10]=1[Cl:11])[NH:7][N:6]=[C:5]2[C:12]([OH:14])=[O:13].[CH3:15][O:16][C:17]1[CH:22]=[CH:21][C:20](B(O)O)=[CH:19][CH:18]=1.C(=O)([O-])[O-].[K+].[K+]. The catalyst is CCO.C1(C)C=CC=CC=1.C1C=CC(P(C2C=CC=CC=2)[C-]2C=CC=C2)=CC=1.C1C=CC(P(C2C=CC=CC=2)[C-]2C=CC=C2)=CC=1.Cl[Pd]Cl.[Fe+2]. The product is [Cl:11][C:10]1[CH:9]=[C:8]2[C:4]([C:5]([C:12]([OH:14])=[O:13])=[N:6][NH:7]2)=[CH:3][C:2]=1[C:20]1[CH:21]=[CH:22][C:17]([O:16][CH3:15])=[CH:18][CH:19]=1. The yield is 0.130. (2) The reactants are [NH2:1][C@:2]([CH3:14])([CH2:5][CH2:6][C:7]1[N:8]([CH2:12][CH3:13])[CH:9]=[CH:10][CH:11]=1)[CH2:3][OH:4].[C:15](OC(OC(C)(C)C)=O)(OC(C)(C)C)=[O:16].C(N(CC)CC)C.O. The catalyst is ClCCl.CN(C)C1C=CN=CC=1. The product is [CH3:14][C@@:2]1([CH2:5][CH2:6][C:7]2[N:8]([CH2:12][CH3:13])[CH:9]=[CH:10][CH:11]=2)[CH2:3][O:4][C:15](=[O:16])[NH:1]1. The yield is 0.580. (3) The reactants are BrC1C=CC=C(Br)C=1O.[C:10]([CH:15]([CH2:19][CH:20]=[CH2:21])[CH2:16]C=C)([O:12][CH2:13][CH3:14])=[O:11]. The catalyst is O(Cl)Cl.[W].C1(C)C=CC=CC=1. The product is [CH:15]1([C:10]([O:12][CH2:13][CH3:14])=[O:11])[CH2:16][CH:21]=[CH:20][CH2:19]1. The yield is 0.710. (4) The product is [CH3:19][O:18][C:16]([C:12]1[CH:11]=[C:10]2[C:15]([C:7]([CH:1]3[CH2:2][CH2:3][CH2:4][CH2:5][CH2:6]3)=[C:8]([Br:26])[NH:9]2)=[CH:14][CH:13]=1)=[O:17]. The reactants are [CH:1]1([C:7]2[C:15]3[C:10](=[CH:11][C:12]([C:16]([O:18][CH3:19])=[O:17])=[CH:13][CH:14]=3)[NH:9][CH:8]=2)[CH2:6][CH2:5][CH2:4][CH2:3][CH2:2]1.C1C=C[NH+]=CC=1.[Br:26][Br-]Br. The yield is 0.850. The catalyst is C1COCC1.C(Cl)(Cl)Cl.